This data is from Catalyst prediction with 721,799 reactions and 888 catalyst types from USPTO. The task is: Predict which catalyst facilitates the given reaction. (1) Reactant: [CH3:1][O:2][C:3]1[CH:4]=[C:5]2[C:10](=[CH:11][C:12]=1[O:13][CH3:14])[C:9]([C:15]1[CH:20]=[CH:19][N:18]=[C:17]([CH:21]3[C:26](=[O:27])[CH2:25][CH2:24][CH2:23][C:22]3=[O:28])[CH:16]=1)=[C:8]([CH2:29][O:30]C(=O)C)[C:7]([CH2:34][O:35]C(=O)C)=[CH:6]2.C[O-].[Na+].Cl. Product: [CH3:1][O:2][C:3]1[CH:4]=[C:5]2[C:10](=[CH:11][C:12]=1[O:13][CH3:14])[C:9]([C:15]1[CH:20]=[CH:19][N:18]=[C:17]([CH:21]3[C:22](=[O:28])[CH2:23][CH2:24][CH2:25][C:26]3=[O:27])[CH:16]=1)=[C:8]([CH2:29][OH:30])[C:7]([CH2:34][OH:35])=[CH:6]2. The catalyst class is: 5. (2) Reactant: [OH:1][N:2]1[C:6](=[O:7])[C:5]2=[CH:8][CH:9]=[CH:10][CH:11]=[C:4]2[C:3]1=[O:12].Br[CH2:14][CH2:15][CH2:16][CH3:17].C(N(CC)CC)C.CN(C)C=O. Product: [CH2:14]([O:1][N:2]1[C:3](=[O:12])[C:4]2=[CH:11][CH:10]=[CH:9][CH:8]=[C:5]2[C:6]1=[O:7])[CH2:15][CH2:16][CH3:17]. The catalyst class is: 6. (3) Reactant: CCN=C=NCCCN(C)C.CS(C)=O.[CH3:16][O:17][C:18](=[O:34])[CH2:19][CH2:20][CH2:21][CH2:22][CH2:23][CH2:24][N:25]1[C:30](=[O:31])[CH2:29][CH2:28][CH2:27][CH:26]1[CH2:32][OH:33].FC(F)(F)C([O-])=O.[NH+]1C=CC=CC=1. Product: [CH3:16][O:17][C:18](=[O:34])[CH2:19][CH2:20][CH2:21][CH2:22][CH2:23][CH2:24][N:25]1[C:30](=[O:31])[CH2:29][CH2:28][CH2:27][CH:26]1[CH:32]=[O:33]. The catalyst class is: 48. (4) Reactant: [F:1][C:2]1[C:3]([NH:14][NH2:15])=[N:4][C:5]([CH3:13])=[N:6][C:7]=1[N:8]1[CH2:12][CH2:11][CH2:10][CH2:9]1.[CH:16]1([CH2:21][C@H:22]([CH2:26][N:27]([CH:36]=[O:37])[O:28][CH2:29][C:30]2[CH:35]=[CH:34][CH:33]=[CH:32][CH:31]=2)[C:23](O)=[O:24])[CH2:20][CH2:19][CH2:18][CH2:17]1.C1C=NC2N(O)N=NC=2C=1.CN1CCOCC1.C(Cl)CCl. Product: [CH:16]1([CH2:21][C@@H:22]([C:23]([NH:15][NH:14][C:3]2[C:2]([F:1])=[C:7]([N:8]3[CH2:12][CH2:11][CH2:10][CH2:9]3)[N:6]=[C:5]([CH3:13])[N:4]=2)=[O:24])[CH2:26][N:27]([O:28][CH2:29][C:30]2[CH:35]=[CH:34][CH:33]=[CH:32][CH:31]=2)[CH:36]=[O:37])[CH2:20][CH2:19][CH2:18][CH2:17]1. The catalyst class is: 3. (5) Reactant: [Cl:1][C:2]1[CH:27]=[CH:26][C:5]([C:6]([NH:8][CH:9]([C:20]2[CH:25]=[CH:24][CH:23]=[CH:22][CH:21]=2)[CH2:10][CH2:11][NH:12][C:13](=[O:19])[O:14][C:15]([CH3:18])([CH3:17])[CH3:16])=[O:7])=[CH:4][C:3]=1[NH:28][C:29]([C:31]1[C:44](=[O:45])[NH:43][C:34]2[N:35]=[C:36](S(C)(=O)=O)[N:37]=[CH:38][C:33]=2[CH:32]=1)=[O:30].Cl.[C@@H:47]12[O:54][C@@H:51]([CH2:52][CH2:53]1)[CH2:50][NH:49][CH2:48]2.C(N(CC)CC)C. Product: [C:15]([O:14][C:13](=[O:19])[NH:12][CH2:11][CH2:10][CH:9]([NH:8][C:6](=[O:7])[C:5]1[CH:26]=[CH:27][C:2]([Cl:1])=[C:3]([NH:28][C:29]([C:31]2[C:44](=[O:45])[NH:43][C:34]3[N:35]=[C:36]([N:49]4[CH2:48][C@H:47]5[O:54][C@H:51]([CH2:52][CH2:53]5)[CH2:50]4)[N:37]=[CH:38][C:33]=3[CH:32]=2)=[O:30])[CH:4]=1)[C:20]1[CH:25]=[CH:24][CH:23]=[CH:22][CH:21]=1)([CH3:18])([CH3:17])[CH3:16]. The catalyst class is: 3. (6) Reactant: [Br:1][C:2]1[C:3]([NH2:14])=[N:4][CH:5]=[C:6]([CH:8]2[CH2:13][CH2:12][NH:11][CH2:10][CH2:9]2)[N:7]=1.CCN(C(C)C)C(C)C.Cl[C:25]([O:27][CH3:28])=[O:26]. Product: [NH2:14][C:3]1[N:4]=[CH:5][C:6]([CH:8]2[CH2:9][CH2:10][N:11]([C:25]([O:27][CH3:28])=[O:26])[CH2:12][CH2:13]2)=[N:7][C:2]=1[Br:1]. The catalyst class is: 2. (7) Reactant: [F:1][C:2]1[CH:7]=[CH:6][C:5]([N:8]2[C:12]([CH3:13])=[C:11]([CH3:14])[N:10]=[CH:9]2)=[CH:4][C:3]=1[N+:15]([O-])=O. Product: [CH3:14][C:11]1[N:10]=[CH:9][N:8]([C:5]2[CH:6]=[CH:7][C:2]([F:1])=[C:3]([CH:4]=2)[NH2:15])[C:12]=1[CH3:13]. The catalyst class is: 19. (8) Reactant: [CH3:1][CH:2]([CH3:31])[CH2:3][CH:4]([NH:21][C:22]1[CH:30]=[CH:29][C:25]([C:26](O)=[O:27])=[CH:24][N:23]=1)[C:5]1[CH:10]=[CH:9][C:8]([C:11]2[CH:16]=[CH:15][C:14]([C:17]([F:20])([F:19])[F:18])=[CH:13][CH:12]=2)=[CH:7][CH:6]=1.CC(S(N)=O)(C)C.F[P-](F)(F)(F)(F)F.N1(OC(N(C)C)=[N+](C)C)C2N=CC=CC=2N=N1.CN1CCOCC1.[NH2:70][CH2:71][CH2:72][S:73]([OH:76])(=[O:75])=[O:74]. Product: [CH3:1][CH:2]([CH3:31])[CH2:3][CH:4]([NH:21][C:22]1[CH:30]=[CH:29][C:25]([C:26]([NH:70][CH2:71][CH2:72][S:73]([OH:76])(=[O:75])=[O:74])=[O:27])=[CH:24][N:23]=1)[C:5]1[CH:10]=[CH:9][C:8]([C:11]2[CH:16]=[CH:15][C:14]([C:17]([F:18])([F:20])[F:19])=[CH:13][CH:12]=2)=[CH:7][CH:6]=1. The catalyst class is: 145.